Task: Predict which catalyst facilitates the given reaction.. Dataset: Catalyst prediction with 721,799 reactions and 888 catalyst types from USPTO (1) Reactant: [CH2:1]([C:3]1[C:11]2[C:6](=[CH:7][CH:8]=[C:9]([CH:12]=O)[CH:10]=2)[NH:5][N:4]=1)[CH3:2].[C:14](/[CH:16]=[C:17](\[O-:19])/[CH3:18])#[N:15].[Na+].C(O)(=O)C.N1CCCCC1. Product: [CH2:1]([C:3]1[C:11]2[C:6](=[CH:7][CH:8]=[C:9](/[CH:12]=[C:16](/[C:17](=[O:19])[CH3:18])\[C:14]#[N:15])[CH:10]=2)[NH:5][N:4]=1)[CH3:2]. The catalyst class is: 4. (2) Reactant: Br[C:2]1[C:10]2[N:9]=[N:8][N:7]([CH2:11][CH:12]3[CH2:14][CH2:13]3)[C:6]=2[CH:5]=[CH:4][C:3]=1[C:15]1[CH:29]=[CH:28][C:18]([CH2:19][N:20]2[CH2:24][C:23](=[O:25])[N:22]([CH3:26])[C:21]2=[O:27])=[C:17]([F:30])[CH:16]=1.[CH3:31][S-:32].[Na+]. Product: [CH:12]1([CH2:11][N:7]2[C:6]3[CH:5]=[CH:4][C:3]([C:15]4[CH:29]=[CH:28][C:18]([CH2:19][N:20]5[CH2:24][C:23](=[O:25])[N:22]([CH3:26])[C:21]5=[O:27])=[C:17]([F:30])[CH:16]=4)=[C:2]([S:32][CH3:31])[C:10]=3[N:9]=[N:8]2)[CH2:14][CH2:13]1. The catalyst class is: 174. (3) Reactant: [Br:1][C:2]1[CH:3]=[CH:4][C:5]2[S:9](=[O:11])(=[O:10])[NH:8][CH:7]([C:12](O)=[O:13])[C:6]=2[CH:15]=1. Product: [Br:1][C:2]1[CH:3]=[CH:4][C:5]2[S:9](=[O:11])(=[O:10])[NH:8][CH:7]([CH2:12][OH:13])[C:6]=2[CH:15]=1. The catalyst class is: 1. (4) Reactant: [NH2:1][C:2]1[S:3][C:4]2[N:5]=[C:6]([NH:11][C:12]3[CH:13]=[C:14]([NH:19][C:20](=[O:32])[C:21]4[CH:26]=[CH:25][CH:24]=[C:23]([C:27]([C:30]#[N:31])([CH3:29])[CH3:28])[CH:22]=4)[CH:15]=[CH:16][C:17]=3[CH3:18])[N:7]=[CH:8][C:9]=2[N:10]=1.[CH3:33][C:34]1[NH:35][C:36]([C:39](O)=[O:40])=[CH:37][N:38]=1.F[P-](F)(F)(F)(F)F.N1(OC(N(C)C)=[N+](C)C)C2N=CC=CC=2N=N1.C(=O)([O-])O.[Na+]. Product: [C:30]([C:27]([C:23]1[CH:22]=[C:21]([C:20]([NH:19][C:14]2[CH:15]=[CH:16][C:17]([CH3:18])=[C:12]([NH:11][C:6]3[N:7]=[CH:8][C:9]4[N:10]=[C:2]([NH:1][C:39]([C:36]5[NH:35][C:34]([CH3:33])=[N:38][CH:37]=5)=[O:40])[S:3][C:4]=4[N:5]=3)[CH:13]=2)=[O:32])[CH:26]=[CH:25][CH:24]=1)([CH3:29])[CH3:28])#[N:31]. The catalyst class is: 17. (5) Reactant: [CH2:1]([C:3]1(O)[C:9]2([CH2:12][CH2:11][CH2:10]2)[CH:7]2[CH2:8][CH:4]1[CH2:5][CH2:6]2)[CH3:2].[C-]#[N:15].[Na+].[C:17]([OH:20])(=O)C.S(=O)(=O)(O)O.[OH-].[Na+]. Product: [CH2:1]([C:3]12[CH2:12][CH2:11][CH2:10][C:9]1([NH:15][CH:17]=[O:20])[CH:7]1[CH2:8][CH:4]2[CH2:5][CH2:6]1)[CH3:2]. The catalyst class is: 408. (6) Reactant: [Br:1][C:2]1[CH:3]=[N:4][CH:5]=[C:6]2[C:11]=1[N:10]=[C:9]([C:12]([OH:14])=O)[CH:8]=[CH:7]2.C(N(CC)C(C)C)(C)C.F[P-](F)(F)(F)(F)F.N1(OC(N(C)C)=[N+](C)C)C2N=CC=CC=2N=N1.[N:48]1[CH:53]=[CH:52][C:51]([CH2:54][NH2:55])=[CH:50][CH:49]=1. Product: [N:48]1[CH:53]=[CH:52][C:51]([CH2:54][NH:55][C:12]([C:9]2[CH:8]=[CH:7][C:6]3[C:11](=[C:2]([Br:1])[CH:3]=[N:4][CH:5]=3)[N:10]=2)=[O:14])=[CH:50][CH:49]=1. The catalyst class is: 9. (7) Reactant: [Cl:1][C:2]1[C:3]([O:29][C:30]2[C:35]([C:36]3[CH:41]=[CH:40][N:39]=[N:38][CH:37]=3)=[CH:34][C:33]([C:42]3[CH:47]=[CH:46][CH:45]=[C:44]([C:48]([F:51])([F:50])[F:49])[CH:43]=3)=[C:32]([Cl:52])[CH:31]=2)=[CH:4][C:5]([F:28])=[C:6]([S:8]([N:11](CC2C=CC(OC)=CC=2OC)[C:12]2[S:13][CH:14]=[N:15][N:16]=2)(=[O:10])=[O:9])[CH:7]=1.FC(F)(F)C(O)=O.CO. Product: [Cl:1][C:2]1[C:3]([O:29][C:30]2[C:35]([C:36]3[CH:41]=[CH:40][N:39]=[N:38][CH:37]=3)=[CH:34][C:33]([C:42]3[CH:47]=[CH:46][CH:45]=[C:44]([C:48]([F:51])([F:49])[F:50])[CH:43]=3)=[C:32]([Cl:52])[CH:31]=2)=[CH:4][C:5]([F:28])=[C:6]([S:8]([NH:11][C:12]2[S:13][CH:14]=[N:15][N:16]=2)(=[O:10])=[O:9])[CH:7]=1. The catalyst class is: 4.